This data is from Full USPTO retrosynthesis dataset with 1.9M reactions from patents (1976-2016). The task is: Predict the reactants needed to synthesize the given product. (1) Given the product [Br:54][C:55]1[C:60]([Br:61])=[CH:59][C:58]2[NH:62][C:12]([CH:11]([NH:10][C:8](=[O:9])[O:7][C:3]([CH3:6])([CH3:5])[CH3:4])[CH2:15][C:16]3[CH:21]=[CH:20][C:19]([O:22][CH3:23])=[CH:18][CH:17]=3)=[N:63][C:57]=2[CH:56]=1, predict the reactants needed to synthesize it. The reactants are: N#N.[C:3]([O:7][C:8]([NH:10][CH:11]([CH2:15][C:16]1[CH:21]=[CH:20][C:19]([O:22][CH3:23])=[CH:18][CH:17]=1)[C:12](O)=O)=[O:9])([CH3:6])([CH3:5])[CH3:4].C(N1CCOCC1)C.CN(C(ON1N=NC2C=CC=CC1=2)=[N+](C)C)C.[B-](F)(F)(F)F.[Br:54][C:55]1[CH:56]=[C:57]([NH2:63])[C:58]([NH2:62])=[CH:59][C:60]=1[Br:61]. (2) Given the product [CH2:13]([N:4]1[C:5]2[C:10](=[CH:9][CH:8]=[CH:7][CH:6]=2)[C:2]([OH:1])=[N:3]1)[C:14]1[CH:19]=[CH:18][CH:17]=[CH:16][CH:15]=1, predict the reactants needed to synthesize it. The reactants are: [OH:1][C:2]1[C:10]2[C:5](=[CH:6][CH:7]=[CH:8][CH:9]=2)[NH:4][N:3]=1.[OH-].[Na+].[CH2:13](Br)[C:14]1[CH:19]=[CH:18][CH:17]=[CH:16][CH:15]=1.C(O)(=O)CC(CC(O)=O)(C(O)=O)O.